This data is from Full USPTO retrosynthesis dataset with 1.9M reactions from patents (1976-2016). The task is: Predict the reactants needed to synthesize the given product. (1) Given the product [OH:2][C:3]1[CH:12]=[C:11]([CH2:13][S:14][CH3:15])[CH:10]=[CH:9][C:4]=1[C:5]([OH:7])=[O:6], predict the reactants needed to synthesize it. The reactants are: C[O:2][C:3]1[CH:12]=[C:11]([CH2:13][S:14][CH3:15])[CH:10]=[CH:9][C:4]=1[C:5]([O:7]C)=[O:6].B(Br)(Br)Br.[OH-].[Na+]. (2) Given the product [Br:1][C:2]1[CH:3]=[C:4]([CH2:8][C:9]([NH2:12])([CH3:10])[CH3:11])[CH:5]=[CH:6][CH:7]=1, predict the reactants needed to synthesize it. The reactants are: [Br:1][C:2]1[CH:3]=[C:4]([CH2:8][C:9]([NH:12]C(=O)CCl)([CH3:11])[CH3:10])[CH:5]=[CH:6][CH:7]=1.NC(N)=S.C(O)(=O)C. (3) Given the product [CH2:1]([O:8][C:9]1[CH:10]=[CH:11][C:12]([C:15]2[N:20]=[CH:19][N:18]=[C:17]([NH:21][C@H:22]([C:30]([O:32][CH3:33])=[O:31])[CH2:23][C:24]3[CH:25]=[CH:26][CH:27]=[CH:28][CH:29]=3)[C:16]=2[CH2:34][OH:35])=[CH:13][CH:14]=1)[C:2]1[CH:7]=[CH:6][CH:5]=[CH:4][CH:3]=1, predict the reactants needed to synthesize it. The reactants are: [CH2:1]([O:8][C:9]1[CH:14]=[CH:13][C:12]([C:15]2[N:20]=[CH:19][N:18]=[C:17]([NH:21][C@H:22]([C:30]([O:32][CH3:33])=[O:31])[CH2:23][C:24]3[CH:29]=[CH:28][CH:27]=[CH:26][CH:25]=3)[C:16]=2[CH:34]=[O:35])=[CH:11][CH:10]=1)[C:2]1[CH:7]=[CH:6][CH:5]=[CH:4][CH:3]=1.[BH4-].[Na+].